Task: Predict the product of the given reaction.. Dataset: Forward reaction prediction with 1.9M reactions from USPTO patents (1976-2016) (1) Given the reactants [C:1]([O:5][C:6]([NH:8][C@@H:9]1[C:23](=[O:24])[N:22]2[CH2:25][C@H:26]([OH:28])[CH2:27][C@H:21]2[C:20](=[O:29])[NH:19][C@:18]2([C:31]([OH:33])=[O:32])[CH2:30][C@H:17]2[CH2:16][C:15]([F:35])([F:34])[CH2:14][CH2:13][CH2:12][CH2:11][CH2:10]1)=[O:7])([CH3:4])([CH3:3])[CH3:2].Cl[C:37]1[C:46]([CH2:47][CH3:48])=[N:45][C:44]2[C:39](=[CH:40][CH:41]=[CH:42][CH:43]=2)[N:38]=1.CN(C=O)C.CCC([O-])(C)C.[Na+], predict the reaction product. The product is: [C:1]([O:5][C:6]([NH:8][C@@H:9]1[C:23](=[O:24])[N:22]2[CH2:25][C@H:26]([O:28][C:37]3[C:46]([CH2:47][CH3:48])=[N:45][C:44]4[C:39](=[CH:40][CH:41]=[CH:42][CH:43]=4)[N:38]=3)[CH2:27][C@H:21]2[C:20](=[O:29])[NH:19][C@:18]2([C:31]([OH:33])=[O:32])[CH2:30][C@H:17]2[CH2:16][C:15]([F:35])([F:34])[CH2:14][CH2:13][CH2:12][CH2:11][CH2:10]1)=[O:7])([CH3:4])([CH3:2])[CH3:3]. (2) Given the reactants [C:1]([C:3]1[C:4]([N:17]2[CH2:20][CH:19]([C:21]([OH:23])=O)[CH2:18]2)=[N:5][C:6]([CH:14]([F:16])[F:15])=[C:7]([C:9]([O:11][CH2:12][CH3:13])=[O:10])[CH:8]=1)#[N:2].[Cl:24][C:25]1[CH:30]=[CH:29][C:28]([CH2:31][S:32]([NH2:35])(=[O:34])=[O:33])=[CH:27][CH:26]=1, predict the reaction product. The product is: [Cl:24][C:25]1[CH:30]=[CH:29][C:28]([CH2:31][S:32]([NH:35][C:21]([CH:19]2[CH2:20][N:17]([C:4]3[C:3]([C:1]#[N:2])=[CH:8][C:7]([C:9]([O:11][CH2:12][CH3:13])=[O:10])=[C:6]([CH:14]([F:16])[F:15])[N:5]=3)[CH2:18]2)=[O:23])(=[O:33])=[O:34])=[CH:27][CH:26]=1.